Predict the product of the given reaction. From a dataset of Forward reaction prediction with 1.9M reactions from USPTO patents (1976-2016). (1) Given the reactants C(N(CC)CC)C.FC(F)(F)C(O)=O.[N:15]1([CH2:21][CH2:22][O:23][C:24]2[CH:33]=[CH:32][CH:31]=[C:30]3[C:25]=2[C:26]([NH2:35])=[N:27][C:28]([NH2:34])=[N:29]3)[CH2:20][CH2:19][NH:18][CH2:17][CH2:16]1.[F:36][C:37]1[CH:42]=[CH:41][CH:40]=[CH:39][C:38]=1[S:43](Cl)(=[O:45])=[O:44], predict the reaction product. The product is: [F:36][C:37]1[CH:42]=[CH:41][CH:40]=[CH:39][C:38]=1[S:43]([N:18]1[CH2:19][CH2:20][N:15]([CH2:21][CH2:22][O:23][C:24]2[CH:33]=[CH:32][CH:31]=[C:30]3[C:25]=2[C:26]([NH2:35])=[N:27][C:28]([NH2:34])=[N:29]3)[CH2:16][CH2:17]1)(=[O:45])=[O:44]. (2) Given the reactants F[C:2]1[C:7]([F:8])=[CH:6][C:5](I)=[CH:4][N:3]=1.[CH:10]1([OH:17])[CH2:15][CH2:14][CH:13]([OH:16])[CH2:12][CH2:11]1.[C:18]1([C:24]#[CH:25])[CH:23]=[CH:22][CH:21]=[CH:20][CH:19]=1, predict the reaction product. The product is: [F:8][C:7]1[C:2]([O:16][CH:13]2[CH2:14][CH2:15][CH:10]([OH:17])[CH2:11][CH2:12]2)=[N:3][CH:4]=[C:5]([C:25]#[C:24][C:18]2[CH:23]=[CH:22][CH:21]=[CH:20][CH:19]=2)[CH:6]=1. (3) Given the reactants C(OC([N:8]1[CH2:13][C@H:12]([O:14][CH2:15][C:16]2[CH:25]=[C:24]([O:26][CH3:27])[C:23]3[C:18](=[CH:19][CH:20]=[CH:21][CH:22]=3)[CH:17]=2)[C@@H:11]([C:28]2[CH:33]=[CH:32][C:31]([O:34][CH2:35][CH2:36][CH2:37][O:38][CH2:39][C:40]3[CH:45]=[C:44]([F:46])[CH:43]=[CH:42][C:41]=3[O:47][CH3:48])=[CH:30][CH:29]=2)[C@H:10]([O:49][CH2:50][C@H:51]([OH:55])[CH2:52][O:53][CH3:54])[CH2:9]1)=O)(C)(C)C.Cl, predict the reaction product. The product is: [F:46][C:44]1[CH:43]=[CH:42][C:41]([O:47][CH3:48])=[C:40]([CH:45]=1)[CH2:39][O:38][CH2:37][CH2:36][CH2:35][O:34][C:31]1[CH:32]=[CH:33][C:28]([C@@H:11]2[C@@H:12]([O:14][CH2:15][C:16]3[CH:25]=[C:24]([O:26][CH3:27])[C:23]4[C:18](=[CH:19][CH:20]=[CH:21][CH:22]=4)[CH:17]=3)[CH2:13][NH:8][CH2:9][C@H:10]2[O:49][CH2:50][C@H:51]([OH:55])[CH2:52][O:53][CH3:54])=[CH:29][CH:30]=1.